Predict the product of the given reaction. From a dataset of Forward reaction prediction with 1.9M reactions from USPTO patents (1976-2016). (1) Given the reactants [CH3:1][CH:2]([O:4][C:5]1[CH:6]=[C:7]([CH:11]=[C:12]([O:14][CH2:15][C:16]2[CH:21]=[CH:20][CH:19]=[CH:18][CH:17]=2)[CH:13]=1)[C:8]([OH:10])=O)[CH3:3].[NH2:22][C:23]1[CH:27]=[CH:26][N:25]([C:28]([O:30][C:31]([CH3:34])([CH3:33])[CH3:32])=[O:29])[N:24]=1, predict the reaction product. The product is: [CH3:3][CH:2]([O:4][C:5]1[CH:6]=[C:7]([C:8]([NH:22][C:23]2[CH:27]=[CH:26][N:25]([C:28]([O:30][C:31]([CH3:34])([CH3:33])[CH3:32])=[O:29])[N:24]=2)=[O:10])[CH:11]=[C:12]([O:14][CH2:15][C:16]2[CH:21]=[CH:20][CH:19]=[CH:18][CH:17]=2)[CH:13]=1)[CH3:1]. (2) Given the reactants [CH2:1]([O:8][C:9]1[CH:14]=[CH:13][NH:12][C:11](=[O:15])[CH:10]=1)[C:2]1[CH:7]=[CH:6][CH:5]=[CH:4][CH:3]=1.[Cl:16][C:17]1[CH:22]=[CH:21][C:20](I)=[CH:19][N:18]=1.CN[C@@H]1CCCC[C@H]1NC.C(=O)([O-])[O-].[K+].[K+], predict the reaction product. The product is: [CH2:1]([O:8][C:9]1[CH:14]=[CH:13][N:12]([C:20]2[CH:19]=[N:18][C:17]([Cl:16])=[CH:22][CH:21]=2)[C:11](=[O:15])[CH:10]=1)[C:2]1[CH:3]=[CH:4][CH:5]=[CH:6][CH:7]=1. (3) Given the reactants CC1C=CC(S(O[CH2:12][C@@H:13]2[O:18][C:17]3[C:19]([O:23][CH2:24][CH3:25])=[CH:20][CH:21]=[CH:22][C:16]=3[O:15][CH2:14]2)(=O)=O)=CC=1.[F:26][C:27]1[CH:28]=[C:29]2[C:33](=[CH:34][CH:35]=1)[NH:32][CH:31]=[C:30]2[C@H:36]1[CH2:40][CH2:39][C@H:38]([NH2:41])[CH2:37]1, predict the reaction product. The product is: [CH2:24]([O:23][C:19]1[C:17]2[O:18][C@@H:13]([CH2:12][NH:41][C@H:38]3[CH2:39][CH2:40][C@H:36]([C:30]4[C:29]5[C:33](=[CH:34][CH:35]=[C:27]([F:26])[CH:28]=5)[NH:32][CH:31]=4)[CH2:37]3)[CH2:14][O:15][C:16]=2[CH:22]=[CH:21][CH:20]=1)[CH3:25]. (4) Given the reactants [ClH:1].[N:2]1[CH:7]=[CH:6][CH:5]=[C:4]([CH2:8][Cl:9])[CH:3]=1.Cl.[CH3:11][O:12][C:13]1[CH:14]=[C:15]([C:21]2[C@@H:30]3[C@@H:25]([CH2:26][CH:27]=[CH:28][CH2:29]3)[C:24](=[O:31])[N:23]([CH:32]3[CH2:37][CH2:36][N:35](CC4C=C5C(C=CC(=O)O5)=CC=4)[CH2:34][CH2:33]3)[N:22]=2)[CH:16]=[CH:17][C:18]=1[O:19][CH3:20], predict the reaction product. The product is: [ClH:9].[ClH:1].[CH3:11][O:12][C:13]1[CH:14]=[C:15]([C:21]2[C@@H:30]3[C@@H:25]([CH2:26][CH:27]=[CH:28][CH2:29]3)[C:24](=[O:31])[N:23]([CH:32]3[CH2:37][CH2:36][N:35]([CH2:8][C:4]4[CH:3]=[N:2][CH:7]=[CH:6][CH:5]=4)[CH2:34][CH2:33]3)[N:22]=2)[CH:16]=[CH:17][C:18]=1[O:19][CH3:20]. (5) Given the reactants C[O:2][C:3]([C@@H:5]1[C@@H:9]([OH:10])[CH2:8][CH2:7][N:6]1[C:11](=[O:23])[NH:12][C:13]1[CH:18]=[CH:17][C:16]([C:19]#[N:20])=[C:15]([Cl:21])[C:14]=1[CH3:22])=[O:4].Cl, predict the reaction product. The product is: [Cl:21][C:15]1[C:14]([CH3:22])=[C:13]([NH:12][C:11]([N:6]2[CH2:7][CH2:8][C@H:9]([OH:10])[C@H:5]2[C:3]([OH:4])=[O:2])=[O:23])[CH:18]=[CH:17][C:16]=1[C:19]#[N:20]. (6) Given the reactants Br[C:2]1[N:3]([CH2:15][C:16]2[CH:21]=[C:20]([Cl:22])[CH:19]=[CH:18][C:17]=2[Cl:23])[C:4]([C:11]([O:13][CH3:14])=[O:12])=[C:5]([C:7]([OH:10])([CH3:9])[CH3:8])[N:6]=1.[N:24]1[CH:29]=[CH:28][CH:27]=[C:26](B(O)O)[CH:25]=1.C(=O)([O-])[O-].[Cs+].[Cs+], predict the reaction product. The product is: [Cl:23][C:17]1[CH:18]=[CH:19][C:20]([Cl:22])=[CH:21][C:16]=1[CH2:15][N:3]1[C:4]([C:11]([O:13][CH3:14])=[O:12])=[C:5]([C:7]([OH:10])([CH3:9])[CH3:8])[N:6]=[C:2]1[C:26]1[CH:25]=[N:24][CH:29]=[CH:28][CH:27]=1.